This data is from Full USPTO retrosynthesis dataset with 1.9M reactions from patents (1976-2016). The task is: Predict the reactants needed to synthesize the given product. Given the product [CH3:18][O:17][N:16]([CH3:15])[C:11](=[O:13])[CH2:10][C:7]1[CH:8]=[CH:9][C:4]([N+:1]([O-:3])=[O:2])=[CH:5][CH:6]=1, predict the reactants needed to synthesize it. The reactants are: [N+:1]([C:4]1[CH:9]=[CH:8][C:7]([CH2:10][C:11]([OH:13])=O)=[CH:6][CH:5]=1)([O-:3])=[O:2].Cl.[CH3:15][NH:16][O:17][CH3:18].O.ON1C2C=CC=CC=2N=N1.Cl.C(N=C=NCCCN(C)C)C.